From a dataset of Peptide-MHC class I binding affinity with 185,985 pairs from IEDB/IMGT. Regression. Given a peptide amino acid sequence and an MHC pseudo amino acid sequence, predict their binding affinity value. This is MHC class I binding data. (1) The MHC is HLA-A02:01 with pseudo-sequence HLA-A02:01. The binding affinity (normalized) is 0.582. The peptide sequence is LMLNPNDTV. (2) The peptide sequence is AELLSCSHLF. The MHC is HLA-B44:03 with pseudo-sequence HLA-B44:03. The binding affinity (normalized) is 0.597. (3) The peptide sequence is KRYIYKVLP. The MHC is Mamu-B08 with pseudo-sequence Mamu-B08. The binding affinity (normalized) is 0.571. (4) The peptide sequence is RHDITGFIL. The MHC is HLA-B08:01 with pseudo-sequence HLA-B08:01. The binding affinity (normalized) is 0.0847. (5) The peptide sequence is SYVDRFYKSL. The MHC is Mamu-B01 with pseudo-sequence Mamu-B01. The binding affinity (normalized) is 0. (6) The peptide sequence is VICSFLVFLV. The MHC is HLA-A02:06 with pseudo-sequence HLA-A02:06. The binding affinity (normalized) is 0.512. (7) The peptide sequence is LAHRTRNAL. The MHC is HLA-B08:01 with pseudo-sequence HLA-B08:01. The binding affinity (normalized) is 0.611. (8) The peptide sequence is NLNQVIQSV. The MHC is HLA-A02:03 with pseudo-sequence HLA-A02:03. The binding affinity (normalized) is 1.00. (9) The peptide sequence is TLWKAGILYK. The MHC is HLA-A02:02 with pseudo-sequence HLA-A02:02. The binding affinity (normalized) is 0.00468. (10) The MHC is HLA-A02:02 with pseudo-sequence HLA-A02:02. The peptide sequence is FLSHNFTLV. The binding affinity (normalized) is 1.00.